This data is from Forward reaction prediction with 1.9M reactions from USPTO patents (1976-2016). The task is: Predict the product of the given reaction. (1) Given the reactants [N+:1]([C:4]1[CH:9]=[CH:8][C:7]([N:10]2[CH2:14][CH2:13][CH2:12][C:11]2=[O:15])=[CH:6][CH:5]=1)([O-])=O.CO, predict the reaction product. The product is: [NH2:1][C:4]1[CH:9]=[CH:8][C:7]([N:10]2[CH2:14][CH2:13][CH2:12][C:11]2=[O:15])=[CH:6][CH:5]=1. (2) Given the reactants [BrH:1].[NH2:2][CH2:3][C:4](=[O:10])[CH2:5][CH2:6][C:7]([OH:9])=[O:8].[CH2:11](O)[C:12]1[CH:17]=[CH:16][CH:15]=[CH:14][CH:13]=1, predict the reaction product. The product is: [BrH:1].[NH2:2][CH2:3][C:4](=[O:10])[CH2:5][CH2:6][C:7]([O:9][CH2:11][C:12]1[CH:17]=[CH:16][CH:15]=[CH:14][CH:13]=1)=[O:8]. (3) Given the reactants [C:1]([C:5]1[CH:17]=[C:16]2[C:8]([CH2:9][CH2:10][C:11]3([O:15]2)[CH2:14][CH2:13][CH2:12]3)=[CH:7][C:6]=1[OH:18])([CH3:4])([CH3:3])[CH3:2].[CH2:19]=O.[NH:21]1[CH2:26][CH2:25][O:24][CH2:23][CH2:22]1, predict the reaction product. The product is: [C:1]([C:5]1[CH:17]=[C:16]2[C:8]([CH2:9][CH2:10][C:11]3([O:15]2)[CH2:14][CH2:13][CH2:12]3)=[C:7]([CH2:19][N:21]2[CH2:26][CH2:25][O:24][CH2:23][CH2:22]2)[C:6]=1[OH:18])([CH3:4])([CH3:2])[CH3:3].